The task is: Predict the reactants needed to synthesize the given product.. This data is from Full USPTO retrosynthesis dataset with 1.9M reactions from patents (1976-2016). (1) Given the product [CH3:31][Si:32]([CH3:46])([CH3:45])[CH2:33][CH2:34][O:35][C:36]([C:38]1[S:39][CH:40]=[CH:41][CH:42]=1)=[O:37], predict the reactants needed to synthesize it. The reactants are: COC1C=C(OC)C=CC=1CN1C(=O)CNS1(=O)=O.C1CCN2C(=NCCC2)CC1.[CH3:31][Si:32]([CH3:46])([CH3:45])[CH2:33][CH2:34][O:35][C:36]([C:38]1[S:39][C:40](CBr)=[CH:41][CH:42]=1)=[O:37]. (2) Given the product [C:50]1([CH3:59])[CH:55]=[CH:54][CH:53]=[CH:52][C:51]=1[CH:56]([NH:58][C:32](=[O:34])[C:31](=[CH:35][C:36]1[CH:41]=[CH:40][C:39]([N:42]2[CH:46]=[C:45]([CH3:47])[N:44]=[CH:43]2)=[C:38]([O:48][CH3:49])[CH:37]=1)[CH2:30][CH2:29][CH2:28][Cl:27])[CH3:57], predict the reactants needed to synthesize it. The reactants are: C(N(C(C)C)CC)(C)C.C1C=CC2N(O)N=NC=2C=1.FC(F)(F)C(O)=O.[Cl:27][CH2:28][CH2:29][CH2:30][C:31](=[CH:35][C:36]1[CH:41]=[CH:40][C:39]([N:42]2[CH:46]=[C:45]([CH3:47])[N:44]=[CH:43]2)=[C:38]([O:48][CH3:49])[CH:37]=1)[C:32]([OH:34])=O.[C:50]1([CH3:59])[CH:55]=[CH:54][CH:53]=[CH:52][C:51]=1[CH:56]([NH2:58])[CH3:57]. (3) Given the product [Cl:38][C:39]1[CH:44]=[C:43]([Cl:45])[CH:42]=[CH:41][C:40]=1[CH:46]1[CH2:51][CH2:50][CH2:49][N:48]([C:30]([C:29]2[CH:33]=[CH:34][N:35]=[C:27]([N:26]([CH3:25])[CH3:36])[CH:28]=2)=[O:32])[CH2:47]1, predict the reactants needed to synthesize it. The reactants are: FC1C=CC=CC=1C1CCCN(C(C2C=CN=C(N(C)C)C=2)=O)C1.[CH3:25][N:26]([CH3:36])[C:27]1[CH:28]=[C:29]([CH:33]=[CH:34][N:35]=1)[C:30]([OH:32])=O.Cl.[Cl:38][C:39]1[CH:44]=[C:43]([Cl:45])[CH:42]=[CH:41][C:40]=1[CH:46]1[CH2:51][CH2:50][CH2:49][NH:48][CH2:47]1. (4) Given the product [C:1]([C:3]1[CH:8]=[CH:7][C:6]([C:9]([C:11]2[N:12]([C:30]#[C:29][CH:26]3[CH2:28][CH2:27]3)[CH:13]=[N:14][CH:15]=2)=[N:17][S:18]([CH2:20][CH:21]([CH3:23])[CH3:22])=[O:19])=[CH:5][C:4]=1[F:25])#[N:2], predict the reactants needed to synthesize it. The reactants are: [C:1]([C:3]1[CH:8]=[CH:7][C:6]([C:9]([NH:17][S:18]([CH2:20][CH:21]([CH2:23]C)[CH3:22])=[O:19])([C:11]2[N:12](C)[CH:13]=[N:14][CH:15]=2)C)=[CH:5][C:4]=1[F:25])#[N:2].[CH:26]1([C:29]#[C:30][Mg]Br)[CH2:28][CH2:27]1.C1(C#C)CC1.C([Mg]Br)C. (5) Given the product [C:21]([C:18]1[CH:17]=[C:6]([CH:5]=[CH:4][CH:3]=1)[CH2:7][O:8][CH2:9][C:10]([O:12][C:13]([CH3:14])([CH3:15])[CH3:16])=[O:11])#[N:22], predict the reactants needed to synthesize it. The reactants are: NC(=NO)[C:3]1[CH:18]=[CH:17][C:6]([CH2:7][O:8][CH2:9][C:10]([O:12][C:13]([CH3:16])([CH3:15])[CH3:14])=[O:11])=[CH:5][CH:4]=1.[C:21](C1C=C(C=CC=1)CO)#[N:22]. (6) Given the product [CH3:29][O:28][C:26]([C:21]1([C:22]([O:24][CH3:25])=[O:23])[CH2:4][CH:20]1[C:19]1[CH:30]=[CH:31][CH:32]=[C:17]([O:16][CH2:9][C:10]2[CH:11]=[CH:12][CH:13]=[CH:14][CH:15]=2)[CH:18]=1)=[O:27], predict the reactants needed to synthesize it. The reactants are: [H-].[Na+].[I-].[CH3:4][S+](C)(C)=O.[CH2:9]([O:16][C:17]1[CH:18]=[C:19]([CH:30]=[CH:31][CH:32]=1)[CH:20]=[C:21]([C:26]([O:28][CH3:29])=[O:27])[C:22]([O:24][CH3:25])=[O:23])[C:10]1[CH:15]=[CH:14][CH:13]=[CH:12][CH:11]=1.[Cl-].[NH4+].